Dataset: Catalyst prediction with 721,799 reactions and 888 catalyst types from USPTO. Task: Predict which catalyst facilitates the given reaction. Product: [F:1][C:2]1[CH:3]=[CH:4][C:5]([CH2:6][N:7]2[C:15]3[C:10](=[CH:11][C:12]([S:16]([CH3:19])(=[O:18])=[O:17])=[CH:13][CH:14]=3)[CH:9]=[C:8]2[CH2:20][C:21]2[CH:22]=[N:23][CH:24]=[CH:25][CH:26]=2)=[CH:28][CH:29]=1. The catalyst class is: 6. Reactant: [F:1][C:2]1[CH:29]=[CH:28][C:5]([CH2:6][N:7]2[C:15]3[C:10](=[CH:11][C:12]([S:16]([CH3:19])(=[O:18])=[O:17])=[CH:13][CH:14]=3)[CH:9]=[C:8]2[C:20](=O)[C:21]2[CH:26]=[CH:25][CH:24]=[N:23][CH:22]=2)=[CH:4][CH:3]=1.O.NN.[OH-].[K+].C(O)CO.